Dataset: Reaction yield outcomes from USPTO patents with 853,638 reactions. Task: Predict the reaction yield, written as a fraction of the theoretical maximum amount of product (1.0 means a 100% yield; for example, 0.34 means a 34% yield). (1) The reactants are [Cl:1][C:2]1[CH:3]=[C:4]([S:8]([CH:11]2[CH2:16][CH2:15][NH:14][CH2:13][CH2:12]2)(=[O:10])=[O:9])[CH:5]=[CH:6][CH:7]=1.Cl[C:18]1[C:23]([C:24]#[N:25])=[CH:22][CH:21]=[CH:20][N:19]=1.CCN(C(C)C)C(C)C. The catalyst is O1CCOCC1. The product is [Cl:1][C:2]1[CH:3]=[C:4]([S:8]([CH:11]2[CH2:16][CH2:15][N:14]([C:18]3[N:19]=[CH:20][CH:21]=[CH:22][C:23]=3[C:24]#[N:25])[CH2:13][CH2:12]2)(=[O:10])=[O:9])[CH:5]=[CH:6][CH:7]=1. The yield is 0.620. (2) The reactants are [C:1]([NH2:5])(=[O:4])[C:2]#[CH:3].[F:6][C:7]1[CH:12]=[CH:11][C:10]([C:13]([F:16])([F:15])[F:14])=[CH:9][C:8]=1[NH:17][C:18]([NH:20][C:21]1[CH:26]=[CH:25][C:24](I)=[CH:23][CH:22]=1)=[O:19].C(N(CC)CC)C. The catalyst is CN(C=O)C.Cl[Pd](Cl)([P](C1C=CC=CC=1)(C1C=CC=CC=1)C1C=CC=CC=1)[P](C1C=CC=CC=1)(C1C=CC=CC=1)C1C=CC=CC=1.[Cu]I.C1(P(C2C=CC=CC=2)C2C=CC=CC=2)C=CC=CC=1. The product is [F:6][C:7]1[CH:12]=[CH:11][C:10]([C:13]([F:16])([F:15])[F:14])=[CH:9][C:8]=1[NH:17][C:18]([NH:20][C:21]1[CH:26]=[CH:25][C:24]([C:3]#[C:2][C:1]([NH2:5])=[O:4])=[CH:23][CH:22]=1)=[O:19]. The yield is 0.650. (3) The reactants are [Br:1][C:2]1[C:11]([CH2:12][OH:13])=[C:10]2[C:5]([NH:6][C:7]([CH3:17])([CH3:16])[C:8](=[O:15])[N:9]2[CH3:14])=[CH:4][CH:3]=1.[F:18][C:19]1[CH:20]=[CH:21][C:22]([CH3:26])=[C:23](O)[CH:24]=1.C(P(CCCC)CCCC)CCC.N(C(N1CCCCC1)=O)=NC(N1CCCCC1)=O. The catalyst is O1CCCC1.CCCCCC. The product is [Br:1][C:2]1[C:11]([CH2:12][O:13][C:21]2[CH:20]=[C:19]([F:18])[CH:24]=[CH:23][C:22]=2[CH3:26])=[C:10]2[C:5]([NH:6][C:7]([CH3:17])([CH3:16])[C:8](=[O:15])[N:9]2[CH3:14])=[CH:4][CH:3]=1. The yield is 0.820. (4) The reactants are [C:1]([NH:8][CH2:9][CH2:10][NH2:11])([O:3][C:4]([CH3:7])([CH3:6])[CH3:5])=[O:2].[CH2:12]([CH:15]([CH2:19][C:20]#[CH:21])[C:16](O)=O)[C:13]#[CH:14].CN([C:25]([O:29]N1N=NC2C=CC=CC1=2)=[N+](C)C)C.[B-](F)(F)(F)F.CCN(C(C)C)C(C)C. The catalyst is CC#N. The product is [C:4]([O:3][C:1](=[O:2])[NH:8][CH2:9][CH2:10][NH:11][C:25](=[O:29])[CH2:16][CH:15]([CH2:19][C:20]#[CH:21])[CH2:12][C:13]#[CH:14])([CH3:5])([CH3:6])[CH3:7]. The yield is 0.310.